Predict the reactants needed to synthesize the given product. From a dataset of Full USPTO retrosynthesis dataset with 1.9M reactions from patents (1976-2016). (1) Given the product [CH2:1]([O:3][C:4]([C:6]1[C:7]([CH3:11])=[N:8][N:9]([C:17]2[CH:16]=[C:15]3[C:20](=[CH:19][CH:18]=2)[NH:12][CH:13]=[CH:14]3)[CH:10]=1)=[O:5])[CH3:2], predict the reactants needed to synthesize it. The reactants are: [CH2:1]([O:3][C:4]([C:6]1[C:7]([CH3:11])=[N:8][NH:9][CH:10]=1)=[O:5])[CH3:2].[NH:12]1[C:20]2[C:15](=[CH:16][C:17](B(O)O)=[CH:18][CH:19]=2)[CH:14]=[CH:13]1.C([O-])(=O)C.N1C=CC=CC=1. (2) The reactants are: Br[CH2:2][C:3]1[N:13]([CH2:14][CH2:15][C:16]2[CH:21]=[CH:20][C:19]([Cl:22])=[CH:18][CH:17]=2)[C:6]2[N:7]=[C:8]([C:11]#[N:12])[N:9]=[CH:10][C:5]=2[CH:4]=1.[F:23][C:24]1[CH:29]=[C:28]([F:30])[CH:27]=[CH:26][C:25]=1[OH:31].C(=O)([O-])[O-].[K+].[K+]. Given the product [Cl:22][C:19]1[CH:20]=[CH:21][C:16]([CH2:15][CH2:14][N:13]2[C:6]3[N:7]=[C:8]([C:11]#[N:12])[N:9]=[CH:10][C:5]=3[CH:4]=[C:3]2[CH2:2][O:31][C:25]2[CH:26]=[CH:27][C:28]([F:30])=[CH:29][C:24]=2[F:23])=[CH:17][CH:18]=1, predict the reactants needed to synthesize it. (3) Given the product [Cl:27][C:28]1[CH:33]=[CH:32][C:31]([S:34]([NH:19][CH2:18][CH2:17][N:6]2[C:5]3[CH:4]=[C:3]([Cl:2])[CH:16]=[CH:15][C:14]=3[S:13][C:12]3[C:7]2=[CH:8][CH:9]=[CH:10][CH:11]=3)(=[O:36])=[O:35])=[CH:30][CH:29]=1, predict the reactants needed to synthesize it. The reactants are: Cl.[Cl:2][C:3]1[CH:16]=[CH:15][C:14]2[S:13][C:12]3[C:7](=[CH:8][CH:9]=[CH:10][CH:11]=3)[N:6]([CH2:17][CH2:18][NH2:19])[C:5]=2[CH:4]=1.C(N(CC)CC)C.[Cl:27][C:28]1[CH:33]=[CH:32][C:31]([S:34](Cl)(=[O:36])=[O:35])=[CH:30][CH:29]=1. (4) The reactants are: NC1C=CC=CC=1NC(=O)C1C=CC(CNC2N=C(C3C=CC(OCCN(C)C)=CC=3)C=CN=2)=CC=1.NC1C=CC=CC=1NC(C1C=CC2N=C(C3C=CC(OC(F)(F)F)=CC=3)SC=2C=1)=O.C(OC(=O)[NH:73][C:74]1[CH:79]=[CH:78][CH:77]=[CH:76][C:75]=1[NH:80][C:81](=[O:96])[C:82]1[CH:87]=[CH:86][C:85]([CH:88]=[C:89]2[S:93][C:92](=[O:94])[NH:91][C:90]2=[O:95])=[CH:84][CH:83]=1)(C)(C)C. Given the product [NH2:73][C:74]1[CH:79]=[CH:78][CH:77]=[CH:76][C:75]=1[NH:80][C:81](=[O:96])[C:82]1[CH:83]=[CH:84][C:85]([CH:88]=[C:89]2[S:93][C:92](=[O:94])[NH:91][C:90]2=[O:95])=[CH:86][CH:87]=1, predict the reactants needed to synthesize it. (5) Given the product [CH3:21][N:7]1[C:8]2[C:9]3[CH2:10][CH2:11][CH2:12][NH:13][C:14]=3[CH:15]=[CH:16][C:17]=2[NH:18][C:4](=[O:3])[C:5]1=[O:6], predict the reactants needed to synthesize it. The reactants are: C([O:3][C:4](=O)[C:5]([N:7]([CH3:21])[C:8]1[C:17]([N+:18]([O-])=O)=[CH:16][CH:15]=[C:14]2[C:9]=1[CH2:10][CH2:11][CH2:12][NH:13]2)=[O:6])C.